From a dataset of Reaction yield outcomes from USPTO patents with 853,638 reactions. Predict the reaction yield, written as a fraction of the theoretical maximum amount of product (1.0 means a 100% yield; for example, 0.34 means a 34% yield). (1) The reactants are [Br:1][C:2]1[C:7]2[N:8]=[C:9]([CH3:20])[N:10]([CH2:11][C:12]3[CH:17]=[CH:16][CH:15]=[C:14]([Cl:18])[C:13]=3[CH3:19])[C:6]=2[CH:5]=[C:4]([NH2:21])[CH:3]=1.Br[CH2:23][CH2:24][O:25][CH2:26][CH2:27]Br.CCN(C(C)C)C(C)C. The catalyst is C(O)CO.O. The product is [Br:1][C:2]1[C:7]2[N:8]=[C:9]([CH3:20])[N:10]([CH2:11][C:12]3[CH:17]=[CH:16][CH:15]=[C:14]([Cl:18])[C:13]=3[CH3:19])[C:6]=2[CH:5]=[C:4]([N:21]2[CH2:27][CH2:26][O:25][CH2:24][CH2:23]2)[CH:3]=1. The yield is 0.475. (2) The product is [F:18][C:19]1[CH:24]=[CH:23][C:22]([C:25]2[CH:30]=[CH:29][N:28]=[C:27]([N:31]3[CH2:32][CH2:33][N:34]([C:8]([NH:7][C:3]4[N:2]=[N:1][CH:6]=[CH:5][CH:4]=4)=[O:15])[CH2:35][CH2:36]3)[N:26]=2)=[CH:21][CH:20]=1. The catalyst is O1CCCC1.CCCCCC. The yield is 0.770. The reactants are [N:1]1[CH:6]=[CH:5][CH:4]=[C:3]([NH:7][C:8](=[O:15])OCC(Cl)(Cl)Cl)[N:2]=1.Cl.Cl.[F:18][C:19]1[CH:24]=[CH:23][C:22]([C:25]2[CH:30]=[CH:29][N:28]=[C:27]([N:31]3[CH2:36][CH2:35][NH:34][CH2:33][CH2:32]3)[N:26]=2)=[CH:21][CH:20]=1. (3) The reactants are Br[CH2:2][CH2:3][O:4][CH2:5][CH2:6]Br.[Cl:8][C:9]1[N:14]=[C:13]([N:15]2[CH2:20][CH2:19][O:18][CH2:17][C@H:16]2[CH3:21])[CH:12]=[C:11]([CH2:22][S@:23]([CH3:25])=[O:24])[N:10]=1.[OH-].[Na+]. The catalyst is [Br-].C([N+](CCCCCCCC)(CCCCCCCC)CCCCCCCC)CCCCCCC.CN1C2C(N=C(N)NC=2NCC1CNC1C=CC(C(NC(C(O)=O)CCC(O)=O)=O)=CC=1)=O. The product is [Cl:8][C:9]1[N:14]=[C:13]([N:15]2[CH2:20][CH2:19][O:18][CH2:17][C@H:16]2[CH3:21])[CH:12]=[C:11]([C:22]2([S@:23]([CH3:25])=[O:24])[CH2:6][CH2:5][O:4][CH2:3][CH2:2]2)[N:10]=1. The yield is 0.650. (4) The reactants are Br[C:2]1[N:3]=[C:4]([NH:11][C:12]2[CH:13]=[N:14][N:15]([CH:17]([CH3:19])[CH3:18])[CH:16]=2)[C:5]2[N:6]([CH:8]=[CH:9][N:10]=2)[CH:7]=1.[NH:20]1[C:28]2[C:23](=[CH:24][CH:25]=[C:26](B(O)O)[CH:27]=2)[CH:22]=[N:21]1. The catalyst is C(=O)([O-])[O-].[Na+].[Na+].O1CCOCC1.C(Cl)Cl.O.C1C=CC([P]([Pd]([P](C2C=CC=CC=2)(C2C=CC=CC=2)C2C=CC=CC=2)([P](C2C=CC=CC=2)(C2C=CC=CC=2)C2C=CC=CC=2)[P](C2C=CC=CC=2)(C2C=CC=CC=2)C2C=CC=CC=2)(C2C=CC=CC=2)C2C=CC=CC=2)=CC=1. The yield is 0.350. The product is [NH:20]1[C:28]2[C:23](=[CH:24][CH:25]=[C:26]([C:2]3[N:3]=[C:4]([NH:11][C:12]4[CH:13]=[N:14][N:15]([CH:17]([CH3:19])[CH3:18])[CH:16]=4)[C:5]4[N:6]([CH:8]=[CH:9][N:10]=4)[CH:7]=3)[CH:27]=2)[CH:22]=[N:21]1. (5) The yield is 0.910. The product is [C:13]1([C:23]([C:3]2[C:4]3[C:9](=[CH:8][CH:7]=[CH:6][CH:5]=3)[NH:1][CH:2]=2)=[O:24])[C:22]2[C:17](=[CH:18][CH:19]=[CH:20][CH:21]=2)[CH:16]=[CH:15][CH:14]=1. The catalyst is CCOCC. The reactants are [NH:1]1[C:9]2[C:4](=[CH:5][CH:6]=[CH:7][CH:8]=2)[CH:3]=[CH:2]1.C[Mg]Br.[C:13]1([C:23](Cl)=[O:24])[C:22]2[C:17](=[CH:18][CH:19]=[CH:20][CH:21]=2)[CH:16]=[CH:15][CH:14]=1.[Cl-].[NH4+]. (6) The reactants are Cl.CC(C1C=[C:8](C=C(C(C)(C)C)C=1O)[C:9]([NH:11][C:12]1[CH:17]=[CH:16][C:15]([NH:18][C:19]([C:21]2[S:22][CH:23]=[CH:24][CH:25]=2)=[NH:20])=[CH:14][CH:13]=1)=O)(C)C.[CH3:34][O:35][C:36]1[CH:37]=[C:38]2[C:42](=[CH:43][CH:44]=1)[NH:41][CH:40]=[C:39]2[CH2:45][C:46]([N:48]1CCN(C2C=CC(N)=CC=2)[CH2:50][CH2:49]1)=[O:47].CC(C1C=C(C=C(C(C)(C)C)C=1O)C(NC1C=CC(N)=CC=1)=O)(C)C. No catalyst specified. The product is [CH3:34][O:35][C:36]1[CH:37]=[C:38]2[C:42](=[CH:43][CH:44]=1)[NH:41][CH:40]=[C:39]2[CH2:45][C:46]([N:48]1[CH2:8][CH2:9][N:11]([C:12]2[CH:13]=[CH:14][C:15]([NH:18][C:19]([C:21]3[S:22][CH:23]=[CH:24][CH:25]=3)=[NH:20])=[CH:16][CH:17]=2)[CH2:50][CH2:49]1)=[O:47]. The yield is 0.200. (7) The reactants are Cl.Cl.[F:3][C:4]1[C:12]([C:13]2[C:21]3[C:20]([NH2:22])=[N:19][CH:18]=[N:17][C:16]=3[N:15]([CH3:23])[CH:14]=2)=[CH:11][CH:10]=[C:9]2[C:5]=1[CH2:6][CH2:7][NH:8]2.[C:24]1([CH2:30][C:31](O)=[O:32])[CH:29]=[CH:28][CH:27]=[CH:26][CH:25]=1.CN(C(ON1N=NC2C=CC=NC1=2)=[N+](C)C)C.F[P-](F)(F)(F)(F)F.CCN(C(C)C)C(C)C. The catalyst is O. The product is [F:3][C:4]1[C:12]([C:13]2[C:21]3[C:20]([NH2:22])=[N:19][CH:18]=[N:17][C:16]=3[N:15]([CH3:23])[CH:14]=2)=[CH:11][CH:10]=[C:9]2[C:5]=1[CH2:6][CH2:7][N:8]2[C:31](=[O:32])[CH2:30][C:24]1[CH:29]=[CH:28][CH:27]=[CH:26][CH:25]=1. The yield is 0.712. (8) The reactants are BrC1OC(C2N=C3C=CC(C#N)=CN3C=2)=CC=1.[C:18]([C:20]1[CH:29]=[CH:28][C:23]([C:24](=O)[CH2:25]Br)=[CH:22][CH:21]=1)#[N:19].[NH2:30][C:31]1[CH:36]=[CH:35][C:34]([Br:37])=[CH:33][N:32]=1. The catalyst is CCO. The product is [Br:37][C:34]1[CH:35]=[CH:36][C:31]2[N:32]([CH:25]=[C:24]([C:23]3[CH:28]=[CH:29][C:20]([C:18]#[N:19])=[CH:21][CH:22]=3)[N:30]=2)[CH:33]=1. The yield is 0.620.